The task is: Binary Classification. Given a miRNA mature sequence and a target amino acid sequence, predict their likelihood of interaction.. This data is from Experimentally validated miRNA-target interactions with 360,000+ pairs, plus equal number of negative samples. (1) The miRNA is hsa-miR-5696 with sequence CUCAUUUAAGUAGUCUGAUGCC. The protein sequence of the target gene is MNSDSSSVSSRASSPDMDEMYLRDHHHRHHHHQESRLNSVSSTQGDMMQKMPGESLSRAGAKAAGESSKYKIKKQLSEQDLQQLRLKINGRERKRMHDLNLAMDGLREVMPYAHGPSVRKLSKIATLLLARNYILMLTSSLEEMKRLVGEIYGGHHSAFHCGTVGHSAGHPAHAANSVHPVHPILGGALSSGNASSPLSAASLPAIGTIRPPHSLLKAPSTPPALQLGSGFQHWAGLPCPCTICQMPPPPHLSALSTANMARLSAESKDLLK. Result: 1 (interaction). (2) The miRNA is hsa-miR-197-3p with sequence UUCACCACCUUCUCCACCCAGC. The protein sequence of the target gene is MMEKYEKIGKIGEGSYGVVFKCRNRDTGQIVAIKKFLESEDDPVIKKIALREIRMLKQLKHPNLVNLLEVFRRKRRLHLVFEYCDHTVLHELDRYQRGVPEHLVKSITWQTLQAVNFCHKHNCIHRDVKPENILITKHSVIKLCDFGFARLLAGPSDYYTDYVATRWYRSPELLVGDTQYGPPVDVWAIGCVFAELLSGVPLWPGKSDVDQLYLIRKTLGDLIPRHQQVFSTNQYFSGVKIPDPEDMEPLELKFPNISYPALGLLKGCLHMDPTQRLTCEQLLHHPYFENIREIEDLAKE.... Result: 1 (interaction). (3) The miRNA is hsa-miR-4717-5p with sequence UAGGCCACAGCCACCCAUGUGU. The protein sequence of the target gene is MSEEEQGSGTTTGCGLPSIEQMLAANPGKTPISLLQEYGTRIGKTPVYDLLKAEGQAHQPNFTFRVTVGDTSCTGQGPSKKAAKHKAAEVALKHLKGGSMLEPALEDSSSFSPLDSSLPEDIPVFTAAAAATPVPSVVLTRSPPMELQPPVSPQQSECNPVGALQELVVQKGWRLPEYTVTQESGPAHRKEFTMTCRVERFIEIGSGTSKKLAKRNAAAKMLLRVHTVPLDARDGNEVEPDDDHFSIGVGSRLDGLRNRGPGCTWDSLRNSVGEKILSLRSCSLGSLGALGPACCRVLSE.... Result: 0 (no interaction). (4) The miRNA is hsa-miR-19b-1-5p with sequence AGUUUUGCAGGUUUGCAUCCAGC. The protein sequence of the target gene is MSIHIVALGNEGDTFHQDNRPSGLIRTYLGRSPLVSGDESSLLLNAASTVARPVFTEYQASAFGNVKLVVHDCPVWDIFDSDWYTSRNLIGGADIIVIKYNVNDKFSFHEVKDNYIPVIKRALNSVPVIIAAVGTRQNEELPCTCPLCTSDRGSCVSTTEGIQLAKELGATYLELHSLDDFYIGKYFGGVLEYFMIQALNQKTSEKMKKRKMSNSFHGIRPPQLEQPEKMPVLKAEASHYNSDLNNLLFCCQCVDVVFYNPNLKKVVEAHKIVLCAVSHVFMLLFNVKSPTDIQDSSIIR.... Result: 1 (interaction).